This data is from Peptide-MHC class I binding affinity with 185,985 pairs from IEDB/IMGT. The task is: Regression. Given a peptide amino acid sequence and an MHC pseudo amino acid sequence, predict their binding affinity value. This is MHC class I binding data. The peptide sequence is FYLCFLAFLL. The MHC is Patr-A0901 with pseudo-sequence Patr-A0901. The binding affinity (normalized) is 0.410.